This data is from Forward reaction prediction with 1.9M reactions from USPTO patents (1976-2016). The task is: Predict the product of the given reaction. (1) Given the reactants [CH:1]1([N:4]2[CH2:8][CH2:7][NH:6][S:5]2(=[O:10])=[O:9])[CH2:3][CH2:2]1.F[C:12]1[C:21]([S:22]([CH3:25])(=[O:24])=[O:23])=[CH:20][C:15]([C:16]([O:18][CH3:19])=[O:17])=[C:14]([CH3:26])[CH:13]=1.C([O-])([O-])=O.[Cs+].[Cs+].CC(=O)OCC, predict the reaction product. The product is: [CH:1]1([N:4]2[S:5](=[O:10])(=[O:9])[N:6]([C:12]3[C:21]([S:22]([CH3:25])(=[O:24])=[O:23])=[CH:20][C:15]([C:16]([O:18][CH3:19])=[O:17])=[C:14]([CH3:26])[CH:13]=3)[CH2:7][CH2:8]2)[CH2:3][CH2:2]1. (2) Given the reactants [CH:1]([C:4]1[NH:5][C:6]([C:9]2[CH:14]=[C:13]([O:15][C:16]3[CH:17]=[N:18][C:19]([N+:22]([O-])=O)=[CH:20][CH:21]=3)[CH:12]=[CH:11][N:10]=2)=[CH:7][N:8]=1)([CH3:3])[CH3:2], predict the reaction product. The product is: [CH:1]([C:4]1[NH:5][C:6]([C:9]2[CH:14]=[C:13]([O:15][C:16]3[CH:21]=[CH:20][C:19]([NH2:22])=[N:18][CH:17]=3)[CH:12]=[CH:11][N:10]=2)=[CH:7][N:8]=1)([CH3:3])[CH3:2]. (3) Given the reactants [N:1]([CH2:4][C:5]1[CH:6]=[C:7]2[N:12]([C:13]=1[C:14]1[CH:19]=[CH:18][CH:17]=[CH:16][N:15]=1)[CH:11]=[CH:10][CH:9]=[CH:8]2)=[N+]=[N-].N#N.C1C=CC(P(C2C=CC=CC=2)C2C=CC=CC=2)=CC=1.O, predict the reaction product. The product is: [N:15]1[CH:16]=[CH:17][CH:18]=[CH:19][C:14]=1[C:13]1[N:12]2[C:7]([CH:8]=[CH:9][CH:10]=[CH:11]2)=[CH:6][C:5]=1[CH2:4][NH2:1]. (4) The product is: [NH2:1][C:2]1[N:7]=[C:6]([N:8]2[CH2:17][CH2:16][C:15]3[C:10](=[CH:11][C:12]([C:18]([NH:33][CH:28]4[CH2:32][CH2:31][CH2:30][CH2:29]4)=[O:19])=[CH:13][CH:14]=3)[CH2:9]2)[CH:5]=[C:4]([N:21]2[CH2:22][CH2:23][N:24]([CH3:27])[CH2:25][CH2:26]2)[N:3]=1. Given the reactants [NH2:1][C:2]1[N:7]=[C:6]([N:8]2[CH2:17][CH2:16][C:15]3[C:10](=[CH:11][C:12]([C:18](O)=[O:19])=[CH:13][CH:14]=3)[CH2:9]2)[CH:5]=[C:4]([N:21]2[CH2:26][CH2:25][N:24]([CH3:27])[CH2:23][CH2:22]2)[N:3]=1.[CH:28]1([NH2:33])[CH2:32][CH2:31][CH2:30][CH2:29]1, predict the reaction product.